From a dataset of Forward reaction prediction with 1.9M reactions from USPTO patents (1976-2016). Predict the product of the given reaction. (1) Given the reactants [Cl:1][C:2]([Cl:19])([Cl:18])[CH2:3][O:4][C:5]([C@@H:7]1[CH2:12][CH2:11][CH2:10][N:9]([C:13](=[O:17])[C@@H:14]([NH2:16])[CH3:15])[NH:8]1)=[O:6].[C:20]([O:24][C:25]([N:27]([CH3:35])[C@@H:28]([CH:32]([CH3:34])[CH3:33])[C:29](O)=[O:30])=[O:26])([CH3:23])([CH3:22])[CH3:21].C(N(CC)C(C)C)(C)C.C[NH3+].F[P-](F)(F)(F)(F)F.N1(OC(N(C)C)=[N+](C)C)C2N=CC=CC=2N=N1.F[P-](F)(F)(F)(F)F, predict the reaction product. The product is: [Cl:19][C:2]([Cl:1])([Cl:18])[CH2:3][O:4][C:5]([C@@H:7]1[CH2:12][CH2:11][CH2:10][N:9]([C:13](=[O:17])[C@@H:14]([NH:16][C:29](=[O:30])[C@@H:28]([N:27]([C:25]([O:24][C:20]([CH3:21])([CH3:23])[CH3:22])=[O:26])[CH3:35])[CH:32]([CH3:34])[CH3:33])[CH3:15])[NH:8]1)=[O:6]. (2) Given the reactants [O:1]([CH2:9][CH2:10][CH2:11][CH2:12][CH2:13][CH2:14][CH2:15][CH2:16][CH2:17][CH2:18][CH2:19][CH2:20][CH2:21][CH2:22][CH2:23][CH3:24])[S:2]([C:5]([F:8])([F:7])[F:6])(=[O:4])=[O:3].[CH3:25][C:26]1[CH:31]=[C:30]([CH3:32])[N:29]=[C:28]([CH3:33])[CH:27]=1, predict the reaction product. The product is: [O-:4][S:2]([C:5]([F:8])([F:7])[F:6])(=[O:3])=[O:1].[CH2:9]([N+:29]1[C:30]([CH3:32])=[CH:31][C:26]([CH3:25])=[CH:27][C:28]=1[CH3:33])[CH2:10][CH2:11][CH2:12][CH2:13][CH2:14][CH2:15][CH2:16][CH2:17][CH2:18][CH2:19][CH2:20][CH2:21][CH2:22][CH2:23][CH3:24]. (3) Given the reactants [C:1]([N:8]([CH3:28])[CH:9]1[CH2:14][CH2:13][CH:12]([NH:15][CH2:16][C:17]2[CH:18]=[C:19]([B:25]([OH:27])[OH:26])[CH:20]=[CH:21][C:22]=2[O:23][CH3:24])[CH2:11][CH2:10]1)([O:3][C:4]([CH3:7])([CH3:6])[CH3:5])=[O:2].CCN(C(C)C)C(C)C.[Cl:38][C:39]1[C:40]2[C:50]([F:51])=[CH:49][CH:48]=[C:47]([F:52])[C:41]=2[S:42][C:43]=1[C:44](Cl)=[O:45], predict the reaction product. The product is: [C:1]([N:8]([CH3:28])[CH:9]1[CH2:10][CH2:11][CH:12]([N:15]([CH2:16][C:17]2[CH:18]=[C:19]([B:25]([OH:26])[OH:27])[CH:20]=[CH:21][C:22]=2[O:23][CH3:24])[C:44]([C:43]2[S:42][C:41]3[C:47]([F:52])=[CH:48][CH:49]=[C:50]([F:51])[C:40]=3[C:39]=2[Cl:38])=[O:45])[CH2:13][CH2:14]1)([O:3][C:4]([CH3:7])([CH3:6])[CH3:5])=[O:2]. (4) Given the reactants C([O:3][C:4](=[O:12])[C:5]([F:11])([F:10])[CH:6]([OH:9])[CH2:7][CH3:8])C.CO.[OH-].[Na+].Cl, predict the reaction product. The product is: [F:10][C:5]([F:11])([CH:6]([OH:9])[CH2:7][CH3:8])[C:4]([OH:12])=[O:3]. (5) Given the reactants [CH3:1][C:2]1([CH3:18])[C:11]2[C:6](=[CH:7][C:8]([N+:12]([O-])=O)=[CH:9][CH:10]=2)[N:5]([C:15](=[O:17])[CH3:16])[CH2:4][CH2:3]1, predict the reaction product. The product is: [NH2:12][C:8]1[CH:7]=[C:6]2[C:11]([C:2]([CH3:18])([CH3:1])[CH2:3][CH2:4][N:5]2[C:15](=[O:17])[CH3:16])=[CH:10][CH:9]=1. (6) Given the reactants [Cl:1]C(Cl)(OC(=O)OC(Cl)(Cl)Cl)Cl.C(NC(C)C)(C)C.[F:20][C:21]([F:64])([F:63])[C:22]1[CH:23]=[C:24]([C@H:32]2[O:36][C:35](=[O:37])[N:34]([CH2:38][C:39]3[C:44]([N:45]([CH2:48][C@H:49]4[CH2:54][CH2:53][C@H:52]([CH2:55][C:56]([O:58][CH2:59][CH3:60])=[O:57])[CH2:51][CH2:50]4)[CH2:46][CH3:47])=[CH:43][CH:42]=[CH:41][N+:40]=3[O-])[C@H:33]2[CH3:62])[CH:25]=[C:26]([C:28]([F:31])([F:30])[F:29])[CH:27]=1, predict the reaction product. The product is: [F:20][C:21]([F:64])([F:63])[C:22]1[CH:23]=[C:24]([C@H:32]2[O:36][C:35](=[O:37])[N:34]([CH2:38][C:39]3[C:44]([N:45]([CH2:48][C@H:49]4[CH2:54][CH2:53][C@H:52]([CH2:55][C:56]([O:58][CH2:59][CH3:60])=[O:57])[CH2:51][CH2:50]4)[CH2:46][CH3:47])=[CH:43][CH:42]=[C:41]([Cl:1])[N:40]=3)[C@H:33]2[CH3:62])[CH:25]=[C:26]([C:28]([F:31])([F:30])[F:29])[CH:27]=1. (7) Given the reactants C(OC([N:6]=[S:7]([C:10]1[CH:15]=[CH:14][CH:13]=[C:12]([CH2:16][O:17][C:18]2[CH:27]=[C:26]3[C:21]([C:22]([NH:28][CH:29]([CH3:31])[CH3:30])=[N:23][CH:24]=[N:25]3)=[CH:20][C:19]=2[O:32][CH3:33])[CH:11]=1)([CH3:9])=[O:8])=O)C.C(O)C.[O-]CC.[Na+], predict the reaction product. The product is: [CH:29]([NH:28][C:22]1[C:21]2[C:26](=[CH:27][C:18]([O:17][CH2:16][C:12]3[CH:11]=[C:10]([S:7]([CH3:9])(=[NH:6])=[O:8])[CH:15]=[CH:14][CH:13]=3)=[C:19]([O:32][CH3:33])[CH:20]=2)[N:25]=[CH:24][N:23]=1)([CH3:30])[CH3:31].